The task is: Predict the reaction yield, written as a fraction of the theoretical maximum amount of product (1.0 means a 100% yield; for example, 0.34 means a 34% yield).. This data is from Reaction yield outcomes from USPTO patents with 853,638 reactions. (1) The reactants are [Cl:1][C:2]1[CH:3]=[C:4]2[C:9](=[CH:10][C:11]=1[O:12][C:13]1[CH:18]=[CH:17][C:16]([C:19](=[O:38])[NH:20][C:21]3[N:22]=[N:23][C:24]([C:27]4[CH:32]=[CH:31][C:30]([C:33]([F:36])([F:35])[F:34])=[CH:29][C:28]=4[F:37])=[CH:25][CH:26]=3)=[CH:15][CH:14]=1)[O:8][CH2:7][CH2:6][CH:5]2[C:39]([OH:41])=[O:40].C[O-].[Na+:44].CO. The catalyst is C1COCC1.CO. The product is [Cl:1][C:2]1[CH:3]=[C:4]2[C:9](=[CH:10][C:11]=1[O:12][C:13]1[CH:18]=[CH:17][C:16]([C:19](=[O:38])[NH:20][C:21]3[N:22]=[N:23][C:24]([C:27]4[CH:32]=[CH:31][C:30]([C:33]([F:36])([F:34])[F:35])=[CH:29][C:28]=4[F:37])=[CH:25][CH:26]=3)=[CH:15][CH:14]=1)[O:8][CH2:7][CH2:6][CH:5]2[C:39]([O-:41])=[O:40].[Na+:44]. The yield is 0.960. (2) The reactants are [NH:1]1[CH2:9][CH2:8][CH2:7][CH:3]([C:4]([NH2:6])=[O:5])[CH2:2]1.[C:10](O[C:10]([O:12][C:13]([CH3:16])([CH3:15])[CH3:14])=[O:11])([O:12][C:13]([CH3:16])([CH3:15])[CH3:14])=[O:11]. The catalyst is C1COCC1. The product is [C:13]([O:12][C:10]([N:1]1[CH2:9][CH2:8][CH2:7][C@@H:3]([C:4]([NH2:6])=[O:5])[CH2:2]1)=[O:11])([CH3:16])([CH3:15])[CH3:14]. The yield is 0.210. (3) The reactants are [F:1][C:2]1[CH:7]=[CH:6][CH:5]=[C:4]([F:8])[C:3]=1[OH:9].F[C:11]1[CH:16]=[CH:15][CH:14]=[CH:13][C:12]=1[N+:17]([O-:19])=[O:18].[F:20][C:21]1[CH:34]=[CH:33][CH:32]=[C:31]([F:35])[C:22]=1[O:23][C:24]1[CH:30]=[CH:29][CH:28]=[CH:27][C:25]=1[NH2:26].[NH2:36][C:37]1[S:38][CH:39]=[CH:40][N:41]=1. No catalyst specified. The product is [F:1][C:2]1[CH:7]=[CH:6][CH:5]=[C:4]([F:8])[C:3]=1[O:9][C:11]1[CH:16]=[CH:15][CH:14]=[CH:13][C:12]=1[N+:17]([O-:19])=[O:18].[F:20][C:21]1[CH:34]=[CH:33][CH:32]=[C:31]([F:35])[C:22]=1[O:23][C:24]1[CH:30]=[CH:29][CH:28]=[CH:27][C:25]=1[NH:26][C:3]([NH:36][C:37]1[S:38][CH:39]=[CH:40][N:41]=1)=[O:9]. The yield is 0.700. (4) The reactants are Br[C@@H:2]1[CH2:11][C@@H:10]2[C@:5]([CH3:14])([CH2:6][CH2:7][CH2:8][C:9]2([CH3:13])[CH3:12])[C@@H:4]([CH2:15][C:16]([N:18]([C:20]2[CH:25]=[C:24]([OH:26])[CH:23]=[C:22]([OH:27])[CH:21]=2)[CH3:19])=[O:17])[C@H:3]1[CH3:28].C1CCN2C(=NCCC2)CC1. The catalyst is C1(C)C=CC=CC=1.C(Cl)Cl. The product is [CH3:28][C:3]1[C@H:4]([CH2:15][C:16]([N:18]([C:20]2[CH:25]=[C:24]([OH:26])[CH:23]=[C:22]([OH:27])[CH:21]=2)[CH3:19])=[O:17])[C@:5]2([CH3:14])[C@@H:10]([CH2:11][CH:2]=1)[C:9]([CH3:12])([CH3:13])[CH2:8][CH2:7][CH2:6]2. The yield is 0.560. (5) The reactants are [C:1]([C:5]1[O:9][N:8]=[C:7]([NH:10][C:11]([NH:13][C:14]2[CH:19]=[CH:18][CH:17]=[C:16]([S:20][C:21]3[C:30]4[C:25](=[CH:26][C:27]([O:33][CH2:34][CH2:35][CH2:36]Cl)=[C:28]([O:31][CH3:32])[CH:29]=4)[N:24]=[CH:23][N:22]=3)[CH:15]=2)=[O:12])[CH:6]=1)([CH3:4])([CH3:3])[CH3:2].[NH:38]1[CH2:43][CH2:42][CH:41]([CH2:44][OH:45])[CH2:40][CH2:39]1. No catalyst specified. The product is [C:1]([C:5]1[O:9][N:8]=[C:7]([NH:10][C:11]([NH:13][C:14]2[CH:19]=[CH:18][CH:17]=[C:16]([S:20][C:21]3[C:30]4[C:25](=[CH:26][C:27]([O:33][CH2:34][CH2:35][CH2:36][N:38]5[CH2:43][CH2:42][CH:41]([CH2:44][OH:45])[CH2:40][CH2:39]5)=[C:28]([O:31][CH3:32])[CH:29]=4)[N:24]=[CH:23][N:22]=3)[CH:15]=2)=[O:12])[CH:6]=1)([CH3:4])([CH3:3])[CH3:2]. The yield is 0.210. (6) The reactants are [CH3:1][C:2]1[NH:3][CH:4]=[CH:5][C:6]=1[C:7]([O:9][CH2:10][CH3:11])=[O:8].[Br:12]N1C(=O)CCC1=O.O.C(OCC)C. The catalyst is O1CCCC1. The product is [Br:12][C:4]1[NH:3][C:2]([CH3:1])=[C:6]([C:7]([O:9][CH2:10][CH3:11])=[O:8])[CH:5]=1. The yield is 0.970.